This data is from Full USPTO retrosynthesis dataset with 1.9M reactions from patents (1976-2016). The task is: Predict the reactants needed to synthesize the given product. The reactants are: [F:1][C:2]([F:43])([F:42])[C:3]1[CH:4]=[C:5]([CH:35]=[C:36]([C:38]([F:41])([F:40])[F:39])[CH:37]=1)[CH2:6][N:7]([C:30]1[NH:34][N:33]=[N:32][N:31]=1)[CH:8]1[CH2:14][CH2:13][CH2:12][N:11]([C:15]([O:17][CH:18]([CH3:20])[CH3:19])=[O:16])[C:10]2[C:21]([CH3:29])=[C:22]([C:25]([F:28])([F:27])[F:26])[CH:23]=[CH:24][C:9]1=2.CO.[C:46]1(P(C2C=CC=CC=2)C2C=CC=CC=2)C=CC=CC=1.N(C(OCC)=O)=NC(OCC)=O. Given the product [F:39][C:38]([F:41])([F:40])[C:36]1[CH:35]=[C:5]([CH:4]=[C:3]([C:2]([F:42])([F:1])[F:43])[CH:37]=1)[CH2:6][N:7]([C:30]1[N:31]=[N:32][N:33]([CH3:46])[N:34]=1)[CH:8]1[CH2:14][CH2:13][CH2:12][N:11]([C:15]([O:17][CH:18]([CH3:19])[CH3:20])=[O:16])[C:10]2[C:21]([CH3:29])=[C:22]([C:25]([F:26])([F:27])[F:28])[CH:23]=[CH:24][C:9]1=2, predict the reactants needed to synthesize it.